From a dataset of Reaction yield outcomes from USPTO patents with 853,638 reactions. Predict the reaction yield, written as a fraction of the theoretical maximum amount of product (1.0 means a 100% yield; for example, 0.34 means a 34% yield). (1) The reactants are [Cl:1][C:2]1[C:3]([NH:21][C:22]2[C:31]([F:32])=[CH:30][CH:29]=[CH:28][C:23]=2[C:24]([NH:26][CH3:27])=[O:25])=[N:4][C:5]([NH:8][C:9]2[CH:10]=[CH:11][C:12]3[CH2:18][NH:17][CH2:16][C:15](=[O:19])[NH:14][C:13]=3[CH:20]=2)=[N:6][CH:7]=1.N1C=CC=CC=1.[CH3:39][S:40](O[S:40]([CH3:39])(=[O:42])=[O:41])(=[O:42])=[O:41]. The catalyst is C(Cl)Cl. The product is [Cl:1][C:2]1[C:3]([NH:21][C:22]2[C:31]([F:32])=[CH:30][CH:29]=[CH:28][C:23]=2[C:24]([NH:26][CH3:27])=[O:25])=[N:4][C:5]([NH:8][C:9]2[CH:10]=[CH:11][C:12]3[CH2:18][N:17]([S:40]([CH3:39])(=[O:42])=[O:41])[CH2:16][C:15](=[O:19])[NH:14][C:13]=3[CH:20]=2)=[N:6][CH:7]=1. The yield is 0.140. (2) The reactants are C[O:2][C:3](=O)[CH2:4][O:5][C:6]1[CH:11]=[CH:10][C:9]([C:12]([CH2:21][CH3:22])([C:15]2[S:16][CH:17]=[C:18]([CH3:20])[CH:19]=2)[CH2:13][CH3:14])=[CH:8][C:7]=1[CH3:23].[CH2:25]([Mg]Br)[CH3:26].[CH2:29]1COC[CH2:30]1. No catalyst specified. The yield is 0.870. The product is [CH2:13]([C:12]([C:9]1[CH:10]=[CH:11][C:6]([O:5][CH2:4][C:3]([OH:2])([CH2:25][CH3:26])[CH2:29][CH3:30])=[C:7]([CH3:23])[CH:8]=1)([C:15]1[S:16][CH:17]=[C:18]([CH3:20])[CH:19]=1)[CH2:21][CH3:22])[CH3:14]. (3) The reactants are I[C:2]1[CH:7]=[CH:6][C:5]([NH:8][C:9]([N:11]2[CH2:16][CH2:15][CH:14]([C:17]3[C:26]4[C:21](=[CH:22][C:23]([O:29][CH3:30])=[C:24]([O:27][CH3:28])[CH:25]=4)[N:20]=[CH:19][N:18]=3)[CH2:13][CH2:12]2)=[O:10])=[CH:4][CH:3]=1.[NH:31]1[CH2:35][CH2:34][CH2:33][C:32]1=[O:36].CN(C)CCN.[O-]P([O-])([O-])=O.[K+].[K+].[K+]. The catalyst is C1(C)C=CC=CC=1.[Cu]I. The product is [O:36]=[C:32]1[CH2:33][CH2:34][CH2:35][N:31]1[C:2]1[CH:7]=[CH:6][C:5]([NH:8][C:9]([N:11]2[CH2:16][CH2:15][CH:14]([C:17]3[C:26]4[C:21](=[CH:22][C:23]([O:29][CH3:30])=[C:24]([O:27][CH3:28])[CH:25]=4)[N:20]=[CH:19][N:18]=3)[CH2:13][CH2:12]2)=[O:10])=[CH:4][CH:3]=1. The yield is 0.164. (4) The reactants are Cl[C:2]1[N:7]=[C:6]([C:8]([O:10]C)=[O:9])[CH:5]=[CH:4][C:3]=1[O:12][CH2:13][CH2:14][O:15][C:16]([F:19])([F:18])[F:17].[CH2:20]([O-:22])[CH3:21].[Na+].O.C(OCC)(=O)C. The catalyst is O1CCOCC1. The product is [CH2:20]([O:22][C:2]1[N:7]=[C:6]([C:8]([OH:10])=[O:9])[CH:5]=[CH:4][C:3]=1[O:12][CH2:13][CH2:14][O:15][C:16]([F:19])([F:18])[F:17])[CH3:21]. The yield is 0.0730.